From a dataset of Catalyst prediction with 721,799 reactions and 888 catalyst types from USPTO. Predict which catalyst facilitates the given reaction. (1) Reactant: [N-:1]=[N+:2]=[N-:3].[Na+].[Br:5][C:6]1[C:7](=[O:21])[N:8]([CH2:13][C:14]2[CH:19]=[CH:18][CH:17]=[C:16]([F:20])[CH:15]=2)[CH:9]=[CH:10][C:11]=1Br. Product: [N:1]([C:11]1[CH:10]=[CH:9][N:8]([CH2:13][C:14]2[CH:19]=[CH:18][CH:17]=[C:16]([F:20])[CH:15]=2)[C:7](=[O:21])[C:6]=1[Br:5])=[N+:2]=[N-:3]. The catalyst class is: 9. (2) Reactant: [F:1][C:2]1[CH:3]=[C:4]([CH:6]=[CH:7][CH:8]=1)[NH2:5].[NH2:9][C:10]1[C:11]([C:15](Cl)=[N:16][OH:17])=[N:12][O:13][N:14]=1.C(N(CC)CC)C. Product: [NH2:9][C:10]1[C:11]([C:15](=[N:16][OH:17])[NH:5][C:4]2[CH:6]=[CH:7][CH:8]=[C:2]([F:1])[CH:3]=2)=[N:12][O:13][N:14]=1. The catalyst class is: 8. (3) Reactant: [C:1]([O:5][C:6](=[O:33])[C@@H:7]([N:15]1[CH:20]=[CH:19][CH:18]=[C:17]([NH:21]C(OCC2C=CC=CC=2)=O)[C:16]1=[O:32])[CH2:8][C:9]1[CH:14]=[CH:13][CH:12]=[CH:11][CH:10]=1)([CH3:4])([CH3:3])[CH3:2]. Product: [C:1]([O:5][C:6](=[O:33])[C@@H:7]([N:15]1[CH:20]=[CH:19][CH:18]=[C:17]([NH2:21])[C:16]1=[O:32])[CH2:8][C:9]1[CH:14]=[CH:13][CH:12]=[CH:11][CH:10]=1)([CH3:4])([CH3:2])[CH3:3]. The catalyst class is: 515. (4) Reactant: [C:1]1([CH2:7][CH2:8][CH2:9][CH2:10][PH:11](=[O:13])[OH:12])[CH:6]=[CH:5][CH:4]=[CH:3][CH:2]=1.CCN(C(C)C)C(C)C.[CH3:23][O:24][C:25](=[O:42])[C:26]([C:28]1[CH:33]=[CH:32][CH:31]=[C:30]([NH:34][C:35]([O:37][C:38]([CH3:41])([CH3:40])[CH3:39])=[O:36])[CH:29]=1)=[CH2:27]. Product: [CH3:23][O:24][C:25](=[O:42])[CH:26]([C:28]1[CH:33]=[CH:32][CH:31]=[C:30]([NH:34][C:35]([O:37][C:38]([CH3:41])([CH3:40])[CH3:39])=[O:36])[CH:29]=1)[CH2:27][P:11]([CH2:10][CH2:9][CH2:8][CH2:7][C:1]1[CH:6]=[CH:5][CH:4]=[CH:3][CH:2]=1)([OH:12])=[O:13]. The catalyst class is: 2. (5) The catalyst class is: 5. Product: [Cl:1][C:2]1[C:7]([C:8]([O:10][CH3:13])=[O:9])=[C:6]([F:11])[C:5]([OH:12])=[CH:4][CH:3]=1. Reactant: [Cl:1][C:2]1[C:7]([C:8]([OH:10])=[O:9])=[C:6]([F:11])[C:5]([OH:12])=[CH:4][CH:3]=1.[CH3:13][Si](C=[N+]=[N-])(C)C.